This data is from Full USPTO retrosynthesis dataset with 1.9M reactions from patents (1976-2016). The task is: Predict the reactants needed to synthesize the given product. (1) Given the product [Cl:1][C:2]1[CH:3]=[CH:4][C:5]([O:31][CH3:32])=[C:6]([C:8]2[C:16]3[O:15][CH:14]([CH2:17][NH:34][CH3:33])[CH2:13][C:12]=3[CH:11]=[C:10]([O:29][CH3:30])[CH:9]=2)[CH:7]=1, predict the reactants needed to synthesize it. The reactants are: [Cl:1][C:2]1[CH:3]=[CH:4][C:5]([O:31][CH3:32])=[C:6]([C:8]2[C:16]3[O:15][CH:14]([CH2:17]OS(C4C=CC(C)=CC=4)(=O)=O)[CH2:13][C:12]=3[CH:11]=[C:10]([O:29][CH3:30])[CH:9]=2)[CH:7]=1.[CH3:33][NH2:34]. (2) Given the product [CH:65]1([N:64]2[C:61]3[CH:62]=[CH:63][C:58]([C:57]([OH:56])=[O:72])=[CH:59][C:60]=3[N:71]=[C:12]2[C:9]2[CH:10]=[C:11]3[C:6](=[CH:7][CH:8]=2)[NH:5][C:4]([C:15]2[CH:16]=[CH:17][CH:18]=[CH:19][CH:20]=2)=[CH:3][C:2]3=[O:1])[CH2:66][CH2:67][CH2:68][CH2:69][CH2:70]1, predict the reactants needed to synthesize it. The reactants are: [O:1]=[C:2]1[C:11]2[C:6](=[CH:7][CH:8]=[C:9]([C:12](O)=O)[CH:10]=2)[NH:5][C:4]([C:15]2[CH:20]=[CH:19][CH:18]=[CH:17][CH:16]=2)=[CH:3]1.CN(C(ON1N=NC2C=CC=NC1=2)=[N+](C)C)C.F[P-](F)(F)(F)(F)F.C(N(C(C)C)CC)(C)C.C([O:56][C:57](=[O:72])[C:58]1[CH:63]=[CH:62][C:61]([NH:64][CH:65]2[CH2:70][CH2:69][CH2:68][CH2:67][CH2:66]2)=[C:60]([NH2:71])[CH:59]=1)C.[OH-].[Na+]. (3) Given the product [S:27]1[CH:28]=[CH:29][C:25]([C:20]2([C:23]#[N:24])[CH2:21][CH2:22][C:17]3([O:15][CH2:12][CH2:13][O:14]3)[CH2:18][CH2:19]2)=[CH:26]1, predict the reactants needed to synthesize it. The reactants are: C1(C)C=CC(S(O)(=O)=O)=CC=1.[CH2:12]([OH:15])[CH2:13][OH:14].O=[C:17]1[CH2:22][CH2:21][C:20]([C:25]2[CH:29]=[CH:28][S:27][CH:26]=2)([C:23]#[N:24])[CH2:19][CH2:18]1. (4) Given the product [F:35][C:2]1([F:1])[CH2:8][N:7]([CH2:9][CH2:10][C:11]2[CH:12]=[CH:13][CH:14]=[CH:15][CH:16]=2)[C:6]2[N:17]=[C:18]([NH:21][C:22]3[CH:30]=[CH:29][C:25]([C:26]([NH:51][CH:48]4[CH2:49][CH2:50][O:45][CH2:46][CH2:47]4)=[O:28])=[CH:24][C:23]=3[O:31][CH3:32])[N:19]=[CH:20][C:5]=2[N:4]([CH3:33])[C:3]1=[O:34], predict the reactants needed to synthesize it. The reactants are: [F:1][C:2]1([F:35])[CH2:8][N:7]([CH2:9][CH2:10][C:11]2[CH:16]=[CH:15][CH:14]=[CH:13][CH:12]=2)[C:6]2[N:17]=[C:18]([NH:21][C:22]3[CH:30]=[CH:29][C:25]([C:26]([OH:28])=O)=[CH:24][C:23]=3[O:31][CH3:32])[N:19]=[CH:20][C:5]=2[N:4]([CH3:33])[C:3]1=[O:34].C(N(C(C)C)C(C)C)C.[O:45]1[CH2:50][CH2:49][CH:48]([NH2:51])[CH2:47][CH2:46]1. (5) Given the product [C:7]1([N:6]2[C:2]([NH:1][C:27]([C:28]3[CH:33]=[CH:32][CH:31]=[CH:30][CH:29]=3)=[O:34])=[CH:3][C:4]([C:13]([O:15][CH2:16][CH3:17])=[O:14])=[N:5]2)[CH:12]=[CH:11][CH:10]=[CH:9][CH:8]=1, predict the reactants needed to synthesize it. The reactants are: [NH2:1][C:2]1[N:6]([C:7]2[CH:12]=[CH:11][CH:10]=[CH:9][CH:8]=2)[N:5]=[C:4]([C:13]([O:15][CH2:16][CH3:17])=[O:14])[CH:3]=1.C(N(C(C)C)C(C)C)C.[C:27](Cl)(=[O:34])[C:28]1[CH:33]=[CH:32][CH:31]=[CH:30][CH:29]=1.O. (6) Given the product [F:22][C:19]1[CH:20]=[C:21]2[C:16](=[CH:17][CH:18]=1)[N:15]([CH3:23])[N:14]=[C:13]2[NH:12][C:2]1[CH:11]=[N:10][CH:9]=[CH:8][C:3]=1[C:4]([OH:6])=[O:5], predict the reactants needed to synthesize it. The reactants are: Br[C:2]1[CH:11]=[N:10][CH:9]=[CH:8][C:3]=1[C:4]([O:6]C)=[O:5].[NH2:12][C:13]1[C:21]2[C:16](=[CH:17][CH:18]=[C:19]([F:22])[CH:20]=2)[N:15]([CH3:23])[N:14]=1. (7) Given the product [C:42]([N:59]([CH2:60][CH2:61][CH2:62][CH2:63][CH2:64][CH2:65][CH2:66][CH2:67][CH2:68][CH3:69])[CH2:29][CH:28]=[O:27])([O:44][CH2:45][CH:46]1[C:47]2[C:52](=[CH:53][CH:54]=[CH:55][CH:48]=2)[C:51]2[C:58]1=[CH:57][CH:56]=[CH:49][CH:50]=2)=[O:43], predict the reactants needed to synthesize it. The reactants are: C(CCCCCCCCCCN)C=C.C(N(CC)C(C)C)(C)C.ClC([O:27][CH2:28][CH:29]1C2C=CC=CC=2C2C1=CC=CC=2)=O.[C:42]([NH:59][CH2:60][CH2:61][CH2:62][CH2:63][CH2:64][CH2:65][CH2:66][CH2:67][CH2:68][CH2:69]CC=C)([O:44][CH2:45][CH:46]1[C:58]2[C:53](=[CH:54][CH:55]=[CH:56][CH:57]=2)[C:52]2[C:47]1=[CH:48][CH:49]=[CH:50][CH:51]=2)=[O:43]. (8) Given the product [CH2:1]([NH:8][C:9]([C:11]1[O:12][C:13]([Br:17])=[CH:14][C:15]=1[CH3:16])=[O:10])[C:2]1[CH:3]=[CH:4][CH:5]=[CH:6][CH:7]=1, predict the reactants needed to synthesize it. The reactants are: [CH2:1]([NH:8][C:9]([C:11]1[O:12][CH:13]=[CH:14][C:15]=1[CH3:16])=[O:10])[C:2]1[CH:7]=[CH:6][CH:5]=[CH:4][CH:3]=1.[Br:17]N1C(=O)CCC1=O. (9) Given the product [C:6]([NH:9][C@H:10]([CH2:22][O:23][CH3:24])[C:11]([NH:13][CH2:14][C:15]1[CH:16]=[CH:17][C:18]([C:2]#[C:1][CH2:5][O:4][CH3:3])=[CH:19][CH:20]=1)=[O:12])(=[O:8])[CH3:7], predict the reactants needed to synthesize it. The reactants are: [CH2:1]1[CH2:5][O:4][CH2:3][CH2:2]1.[C:6]([NH:9][C@H:10]([CH2:22][O:23][CH3:24])[C:11]([NH:13][CH2:14][C:15]1[CH:20]=[CH:19][C:18](I)=[CH:17][CH:16]=1)=[O:12])(=[O:8])[CH3:7].C(N(CC)CC)C.COCC#C.